Dataset: Peptide-MHC class II binding affinity with 134,281 pairs from IEDB. Task: Regression. Given a peptide amino acid sequence and an MHC pseudo amino acid sequence, predict their binding affinity value. This is MHC class II binding data. (1) The peptide sequence is EFGKAKGSRAIWYMW. The MHC is DRB1_0901 with pseudo-sequence DRB1_0901. The binding affinity (normalized) is 0.440. (2) The peptide sequence is RVWEQIFSTWLLKPG. The MHC is HLA-DPA10103-DPB10301 with pseudo-sequence HLA-DPA10103-DPB10301. The binding affinity (normalized) is 0.135. (3) The peptide sequence is SNLLRAIEAQQHLLQLTVWGIKQL. The MHC is DRB1_0802 with pseudo-sequence DRB1_0802. The binding affinity (normalized) is 0.699.